This data is from Full USPTO retrosynthesis dataset with 1.9M reactions from patents (1976-2016). The task is: Predict the reactants needed to synthesize the given product. (1) Given the product [C:20]([O:19][C:17]([N:11]1[C:12]2[C:8](=[CH:7][C:6]([S:14][C:15]#[N:16])=[C:5]([C:1]([CH3:4])([CH3:2])[CH3:3])[CH:13]=2)[CH2:9][CH2:10]1)=[O:18])([CH3:23])([CH3:22])[CH3:21], predict the reactants needed to synthesize it. The reactants are: [C:1]([C:5]1[CH:13]=[C:12]2[C:8]([CH2:9][CH2:10][NH:11]2)=[CH:7][C:6]=1[S:14][C:15]#[N:16])([CH3:4])([CH3:3])[CH3:2].[C:17](O[C:17]([O:19][C:20]([CH3:23])([CH3:22])[CH3:21])=[O:18])([O:19][C:20]([CH3:23])([CH3:22])[CH3:21])=[O:18]. (2) Given the product [NH2:4][C@:5]1([C:22]([OH:23])=[O:49])[C@@H:9]([CH2:10][CH2:11][CH2:12][B:13]([OH:14])[OH:17])[CH2:8][N:7]([CH2:46][C@@H:45]2[CH2:44][C:43]3[C:38](=[CH:39][CH:40]=[CH:41][CH:42]=3)[CH2:37][NH:36]2)[CH2:6]1, predict the reactants needed to synthesize it. The reactants are: C([NH:4][C@:5]1([C:22](NC(C)(C)C)=[O:23])[C@@H:9]([CH2:10][CH2:11][CH2:12][B:13]2[O:17]C(C)(C)C(C)(C)[O:14]2)[CH2:8][NH:7][CH2:6]1)(=O)C.C([N:36]1[CH:45]([CH:46]=O)[CH2:44][CH:43]2[C:38](=[CH:39][CH:40]=[CH:41][CH2:42]2)[CH2:37]1)(OC(C)(C)C)=O.S([O-])([O-])(=O)=[O:49].[Na+].[Na+].C(O)(=O)C.C(O[BH-](OC(=O)C)OC(=O)C)(=O)C.[Na+].C(=O)([O-])[O-].[Na+].[Na+]. (3) Given the product [CH2:1]([O:8][C:9]1[C:14]2[NH:15][C:16](=[O:18])[S:17][C:13]=2[C:12]([C@@H:19]([O:22][CH:41]2[CH2:42][CH2:43][CH2:44][CH2:45][O:40]2)[CH2:20][Br:21])=[CH:11][CH:10]=1)[C:2]1[CH:7]=[CH:6][CH:5]=[CH:4][CH:3]=1, predict the reactants needed to synthesize it. The reactants are: [CH2:1]([O:8][C:9]1[C:14]2[NH:15][C:16](=[O:18])[S:17][C:13]=2[C:12]([C@@H:19]([OH:22])[CH2:20][Br:21])=[CH:11][CH:10]=1)[C:2]1[CH:7]=[CH:6][CH:5]=[CH:4][CH:3]=1.C1(C)C=CC(S([O-])(=O)=O)=CC=1.[NH+]1C=CC=CC=1.[O:40]1[CH:45]=[CH:44][CH2:43][CH2:42][CH2:41]1. (4) Given the product [CH3:16][O:14][C:13](=[O:15])[C@H:9]([C@H:10]([CH3:12])[OH:11])[NH:8][C:1]([O:3][C:4]([CH3:6])([CH3:5])[CH3:7])=[O:2], predict the reactants needed to synthesize it. The reactants are: [C:1]([NH:8][C@H:9]([C:13]([OH:15])=[O:14])[C@H:10]([CH3:12])[OH:11])([O:3][C:4]([CH3:7])([CH3:6])[CH3:5])=[O:2].[CH3:16]I.O. (5) The reactants are: C([O:8][C:9]1[CH:10]=[CH:11][C:12]([C@@H:20]([O:24][Si:25]([C:28]([CH3:31])([CH3:30])[CH3:29])([CH3:27])[CH3:26])[CH2:21][NH:22][CH3:23])=[C:13]2[C:18]=1[NH:17][C:16](=[O:19])[CH:15]=[CH:14]2)C1C=CC=CC=1. Given the product [Si:25]([O:24][C@H:20]([C:12]1[CH:11]=[CH:10][C:9]([OH:8])=[C:18]2[C:13]=1[CH:14]=[CH:15][C:16](=[O:19])[NH:17]2)[CH2:21][NH:22][CH3:23])([C:28]([CH3:30])([CH3:31])[CH3:29])([CH3:27])[CH3:26], predict the reactants needed to synthesize it. (6) Given the product [CH2:54]1[CH2:30][O:31][C:32]2([CH2:37][CH2:36][C@H:35]3[C@H:38]4[C@H:48]([CH2:49][CH2:50][C@:33]23[CH3:34])[C@:46]2([CH3:47])[C@:41]([OH:52])([CH2:42][C@H:43]([CH2:51][OH:2])[CH2:44][CH2:45]2)[CH2:40][CH2:39]4)[O:53]1, predict the reactants needed to synthesize it. The reactants are: C1COC23OCCOC2([C@]2(CC[C@H]4[C@@H](C[C@@H](CO)C5[C@]4(C)CCCC5)[C@@H]2C3)C)[O:2]1.[CH2:30]1[CH2:54][O:53][C:32]2([CH2:37][CH2:36][C@H:35]3[C@H:38]4[C@H:48]([CH2:49][CH2:50][C@:33]23[CH3:34])[C@:46]2([CH3:47])[C@:41]([OH:52])([CH2:42][C:43](=[CH2:51])[CH2:44][CH2:45]2)[CH2:40][CH2:39]4)[O:31]1.